Dataset: Full USPTO retrosynthesis dataset with 1.9M reactions from patents (1976-2016). Task: Predict the reactants needed to synthesize the given product. (1) Given the product [N:17]1([C:20]2[N:25]=[C:24]([C:26]([F:28])([F:27])[F:29])[CH:23]=[CH:22][N:21]=2)[CH2:18][CH2:19][NH:14][CH2:15][CH2:16]1, predict the reactants needed to synthesize it. The reactants are: Cl.Cl.C([C@]1(C([N:14]2[CH2:19][CH2:18][N:17]([C:20]3[N:25]=[C:24]([C:26]([F:29])([F:28])[F:27])[CH:23]=[CH:22][N:21]=3)[CH2:16][CH2:15]2)=O)CC[C@@H](N)C1)(C)C.CC1C(=O)CCOC1.C(N(CC)CC)C.C(O[BH-](OC(=O)C)OC(=O)C)(=O)C.[Na+]. (2) Given the product [N:1]1([CH2:10][CH2:11][N:12]2[CH2:17][CH2:16][O:15][C@H:14]([CH2:18][O:19][C:59]3[C:54]([CH3:53])=[N:55][CH:56]=[CH:57][CH:58]=3)[CH2:13]2)[C:9]2[C:4](=[CH:5][CH:6]=[CH:7][CH:8]=2)[CH2:3][CH2:2]1, predict the reactants needed to synthesize it. The reactants are: [N:1]1([CH2:10][CH2:11][N:12]2[CH2:17][CH2:16][O:15][C@H:14]([CH2:18][OH:19])[CH2:13]2)[C:9]2[C:4](=[CH:5][CH:6]=[CH:7][CH:8]=2)[CH2:3][CH2:2]1.C1C=CC(P(C2C=CC=CC=2)C2C=CC=CC=2)=CC=1.CC(OC(/N=N/C(OC(C)C)=O)=O)C.[CH3:53][C:54]1[C:59](O)=[CH:58][CH:57]=[CH:56][N:55]=1.